Dataset: Forward reaction prediction with 1.9M reactions from USPTO patents (1976-2016). Task: Predict the product of the given reaction. (1) The product is: [N+:24]([C:23]1[CH:18]=[CH:19][C:20]([O:16][C:15]([C:6]2[C:7]3[N:8]([N:9]=[C:10]([CH2:12][O:13][CH3:14])[CH:11]=3)[C:3]([O:2][CH3:1])=[CH:4][CH:5]=2)=[O:17])=[CH:21][CH:22]=1)([O-:26])=[O:25]. Given the reactants [CH3:1][O:2][C:3]1[N:8]2[N:9]=[C:10]([CH2:12][O:13][CH3:14])[CH:11]=[C:7]2[C:6]([C:15]([OH:17])=[O:16])=[CH:5][CH:4]=1.[CH:18]1[C:23]([N+:24]([O-:26])=[O:25])=[CH:22][CH:21]=[C:20](O)[CH:19]=1.Cl.CN(C)CCCN=C=NCC.CN(C1C=CC=CN=1)C, predict the reaction product. (2) Given the reactants [CH3:1][C:2]1([CH3:11])[CH2:7][CH2:6][C:5](=[O:8])[CH2:4][C@@H:3]1[CH:9]=[O:10].[O:12]=[Cr](=O)=O.S(=O)(=O)(O)O.[OH-].[Na+], predict the reaction product. The product is: [CH3:1][C:2]1([CH3:11])[CH2:7][CH2:6][C:5](=[O:8])[CH2:4][C@@H:3]1[C:9]([OH:12])=[O:10]. (3) Given the reactants [NH:1]1[CH2:5][CH2:4][C@H:3]([N:6]2[CH:10]=[C:9]([O:11][C:12]3[N:13]=[C:14]([OH:22])[C:15]4[CH:21]=[CH:20][N:19]=[CH:18][C:16]=4[N:17]=3)[CH:8]=[N:7]2)[CH2:2]1.Cl[C:24]1[CH:29]=[CH:28][CH:27]=[CH:26][C:25]=1[S:30](C1C=CC=CC=1Cl)(=[O:32])=[O:31], predict the reaction product. The product is: [C:25]1([S:30]([N:1]2[CH2:5][CH2:4][C@H:3]([N:6]3[CH:10]=[C:9]([O:11][C:12]4[N:13]=[C:14]([OH:22])[C:15]5[CH:21]=[CH:20][N:19]=[CH:18][C:16]=5[N:17]=4)[CH:8]=[N:7]3)[CH2:2]2)(=[O:32])=[O:31])[CH:26]=[CH:27][CH:28]=[CH:29][CH:24]=1. (4) Given the reactants FC(F)(F)C(O)=O.[CH3:8][C@@H:9]1[NH:13][C@H:12]([C:14]([NH2:16])=[O:15])[CH2:11][CH2:10]1.C(N(CC)CC)C.[Cl:24][CH2:25][C:26](Cl)=[O:27], predict the reaction product. The product is: [Cl:24][CH2:25][C:26]([N:13]1[C@@H:9]([CH3:8])[CH2:10][CH2:11][C@H:12]1[C:14]([NH2:16])=[O:15])=[O:27]. (5) Given the reactants [Br:1][C:2]1[CH:10]=[C:9]2[C:5]([C:6]([C:11]([O:13][CH3:14])=[O:12])=[CH:7][NH:8]2)=[CH:4][C:3]=1[F:15].Br[CH:17]1[CH2:21][CH2:20][CH2:19][CH2:18]1.C([O-])([O-])=O.[Cs+].[Cs+], predict the reaction product. The product is: [Br:1][C:2]1[CH:10]=[C:9]2[C:5]([C:6]([C:11]([O:13][CH3:14])=[O:12])=[CH:7][N:8]2[CH:17]2[CH2:21][CH2:20][CH2:19][CH2:18]2)=[CH:4][C:3]=1[F:15]. (6) Given the reactants I[C:2]1[CH:3]=[C:4]2[C:9](=[CH:10][CH:11]=1)[NH:8][C:7](=[O:12])[CH:6]=[CH:5]2.[SH:13][C:14]1[CH:15]=[C:16]([C:20]2([C:26]#[N:27])[CH2:25][CH2:24][O:23][CH2:22][CH2:21]2)[CH:17]=[CH:18][CH:19]=1.CCN(C(C)C)C(C)C.C1(P(C2C=CC=CC=2)C2C3OC4C(=CC=CC=4P(C4C=CC=CC=4)C4C=CC=CC=4)C(C)(C)C=3C=CC=2)C=CC=CC=1, predict the reaction product. The product is: [O:12]=[C:7]1[CH:6]=[CH:5][C:4]2[C:9](=[CH:10][CH:11]=[C:2]([S:13][C:14]3[CH:15]=[C:16]([C:20]4([C:26]#[N:27])[CH2:21][CH2:22][O:23][CH2:24][CH2:25]4)[CH:17]=[CH:18][CH:19]=3)[CH:3]=2)[NH:8]1. (7) Given the reactants Cl[S:2]([C:5]1[CH:6]=[C:7]([CH:11]=[CH:12][CH:13]=1)[C:8]([OH:10])=[O:9])(=[O:4])=[O:3].[NH:14]1[C:22]2[C:17](=[CH:18][CH:19]=[CH:20][CH:21]=2)[CH2:16][CH2:15]1, predict the reaction product. The product is: [N:14]1([S:2]([C:5]2[CH:6]=[C:7]([CH:11]=[CH:12][CH:13]=2)[C:8]([OH:10])=[O:9])(=[O:4])=[O:3])[C:22]2[C:17](=[CH:18][CH:19]=[CH:20][CH:21]=2)[CH2:16][CH2:15]1. (8) Given the reactants Br[C:2]1[CH:3]=[C:4]([O:13][CH2:14][C:15]2[CH:20]=[CH:19][C:18]([O:21][CH3:22])=[CH:17][CH:16]=2)[C:5]2[N:6]([C:8]([CH3:12])=[C:9]([CH3:11])[N:10]=2)[CH:7]=1.[NH:23]1[CH2:28][CH2:27][O:26][CH2:25][C:24]1=[O:29].C(=O)([O-])[O-].[Cs+].[Cs+].CNCCNC, predict the reaction product. The product is: [CH3:11][C:9]1[N:10]=[C:5]2[C:4]([O:13][CH2:14][C:15]3[CH:20]=[CH:19][C:18]([O:21][CH3:22])=[CH:17][CH:16]=3)=[CH:3][C:2]([N:23]3[CH2:28][CH2:27][O:26][CH2:25][C:24]3=[O:29])=[CH:7][N:6]2[C:8]=1[CH3:12].